From a dataset of Forward reaction prediction with 1.9M reactions from USPTO patents (1976-2016). Predict the product of the given reaction. (1) Given the reactants [C:1]([N:5]1[C:14]2[C:9](=[CH:10][CH:11]=[C:12](Cl)[N:13]=2)[C:8](=[O:16])[C:7]([C:17]([O:19][CH2:20][CH3:21])=[O:18])=[CH:6]1)([CH3:4])([CH3:3])[CH3:2].[C:22]([O:26][C:27]([NH:29][CH:30]1[CH2:34][CH2:33][NH:32][CH2:31]1)=[O:28])([CH3:25])([CH3:24])[CH3:23].C(=O)([O-])[O-].[K+].[K+], predict the reaction product. The product is: [C:22]([O:26][C:27]([NH:29][CH:30]1[CH2:34][CH2:33][N:32]([C:12]2[N:13]=[C:14]3[C:9]([C:8](=[O:16])[C:7]([C:17]([O:19][CH2:20][CH3:21])=[O:18])=[CH:6][N:5]3[C:1]([CH3:4])([CH3:3])[CH3:2])=[CH:10][CH:11]=2)[CH2:31]1)=[O:28])([CH3:25])([CH3:23])[CH3:24]. (2) Given the reactants FC(F)(F)S(O[C:7]1[CH:12]=[CH:11][C:10]([S:13][C:14]2[CH:19]=[CH:18][C:17]([C:20]#[N:21])=[CH:16][CH:15]=2)=[CH:9][C:8]=1[CH:22]=[O:23])(=O)=O.[B:26]1([B:26]2[O:30][C:29]([CH3:32])([CH3:31])[C:28]([CH3:34])([CH3:33])[O:27]2)[O:30][C:29]([CH3:32])([CH3:31])[C:28]([CH3:34])([CH3:33])[O:27]1.CC([O-])=O.[K+], predict the reaction product. The product is: [CH:22]([C:8]1[CH:9]=[C:10]([S:13][C:14]2[CH:19]=[CH:18][C:17]([C:20]#[N:21])=[CH:16][CH:15]=2)[CH:11]=[CH:12][C:7]=1[B:26]1[O:30][C:29]([CH3:32])([CH3:31])[C:28]([CH3:34])([CH3:33])[O:27]1)=[O:23].